This data is from NCI-60 drug combinations with 297,098 pairs across 59 cell lines. The task is: Regression. Given two drug SMILES strings and cell line genomic features, predict the synergy score measuring deviation from expected non-interaction effect. (1) Drug 1: CC1C(C(=O)NC(C(=O)N2CCCC2C(=O)N(CC(=O)N(C(C(=O)O1)C(C)C)C)C)C(C)C)NC(=O)C3=C4C(=C(C=C3)C)OC5=C(C(=O)C(=C(C5=N4)C(=O)NC6C(OC(=O)C(N(C(=O)CN(C(=O)C7CCCN7C(=O)C(NC6=O)C(C)C)C)C)C(C)C)C)N)C. Drug 2: CC1=CC=C(C=C1)C2=CC(=NN2C3=CC=C(C=C3)S(=O)(=O)N)C(F)(F)F. Cell line: SN12C. Synergy scores: CSS=11.2, Synergy_ZIP=0.178, Synergy_Bliss=10.0, Synergy_Loewe=3.60, Synergy_HSA=5.99. (2) Drug 2: C1C(C(OC1N2C=NC3=C2NC=NCC3O)CO)O. Cell line: NCI/ADR-RES. Drug 1: C1CCC(C1)C(CC#N)N2C=C(C=N2)C3=C4C=CNC4=NC=N3. Synergy scores: CSS=3.69, Synergy_ZIP=-0.575, Synergy_Bliss=2.86, Synergy_Loewe=2.71, Synergy_HSA=2.29.